From a dataset of Reaction yield outcomes from USPTO patents with 853,638 reactions. Predict the reaction yield, written as a fraction of the theoretical maximum amount of product (1.0 means a 100% yield; for example, 0.34 means a 34% yield). (1) The reactants are Br[C:2]1[CH:7]=[CH:6][C:5]([C:8]2[CH:13]=[CH:12][C:11]([O:14][C:15]([F:18])([F:17])[F:16])=[CH:10][CH:9]=2)=[CH:4][N:3]=1.[Li]CCCC.CN([CH:27]=[O:28])C. The catalyst is C1(C)C=CC=CC=1. The product is [F:16][C:15]([F:18])([F:17])[O:14][C:11]1[CH:12]=[CH:13][C:8]([C:5]2[CH:6]=[CH:7][C:2]([CH:27]=[O:28])=[N:3][CH:4]=2)=[CH:9][CH:10]=1. The yield is 0.290. (2) The catalyst is C(#N)C. The yield is 0.960. The product is [C:24]([O:23][C:21]([NH:20][C:14]1([C:17]([O:19][CH3:28])=[O:18])[CH2:15][CH2:16][N:11]([C:9]([O:8][CH2:1][C:2]2[CH:7]=[CH:6][CH:5]=[CH:4][CH:3]=2)=[O:10])[CH2:12][CH2:13]1)=[O:22])([CH3:27])([CH3:26])[CH3:25]. The reactants are [CH2:1]([O:8][C:9]([N:11]1[CH2:16][CH2:15][C:14]([NH:20][C:21]([O:23][C:24]([CH3:27])([CH3:26])[CH3:25])=[O:22])([C:17]([OH:19])=[O:18])[CH2:13][CH2:12]1)=[O:10])[C:2]1[CH:7]=[CH:6][CH:5]=[CH:4][CH:3]=1.[C:28]([O-])([O-])=O.[Cs+].[Cs+].CI. (3) The reactants are [CH2:1]([O:8][C:9]1[CH:16]=[CH:15][C:12]([CH:13]=O)=[C:11](F)[CH:10]=1)[C:2]1[CH:7]=[CH:6][CH:5]=[CH:4][CH:3]=1.[CH3:18][O:19][C:20](=[O:23])[CH2:21][SH:22].CCN(CC)CC.O. The catalyst is CS(C)=O. The product is [CH3:18][O:19][C:20]([C:21]1[S:22][C:11]2[CH:10]=[C:9]([O:8][CH2:1][C:2]3[CH:7]=[CH:6][CH:5]=[CH:4][CH:3]=3)[CH:16]=[CH:15][C:12]=2[CH:13]=1)=[O:23]. The yield is 0.960. (4) The reactants are [F:1][C:2]([F:19])([F:18])[CH:3]([NH:10]C(=O)OC(C)(C)C)[CH2:4][CH2:5][S:6]([CH3:9])(=[O:8])=[O:7].FC(F)(F)C(O)=O. The catalyst is ClCCl.C(=O)(O)[O-].[Na+]. The product is [F:19][C:2]([F:1])([F:18])[CH:3]([NH2:10])[CH2:4][CH2:5][S:6]([CH3:9])(=[O:7])=[O:8]. The yield is 0.540.